Dataset: Full USPTO retrosynthesis dataset with 1.9M reactions from patents (1976-2016). Task: Predict the reactants needed to synthesize the given product. (1) Given the product [Br:1][C:2]1[S:3][C:4]([NH:15][C:16]([C:18]2[CH:19]=[N:20][N:21]3[CH:26]=[CH:25][CH:24]=[N:23][C:22]=23)=[O:17])=[C:5]([C:7]2[CH:12]=[C:11]([Cl:13])[CH:10]=[CH:9][C:8]=2[O:14][CH:34]([F:39])[F:38])[N:6]=1, predict the reactants needed to synthesize it. The reactants are: [Br:1][C:2]1[S:3][C:4]([NH:15][C:16]([C:18]2[CH:19]=[N:20][N:21]3[CH:26]=[CH:25][CH:24]=[N:23][C:22]=23)=[O:17])=[C:5]([C:7]2[CH:12]=[C:11]([Cl:13])[CH:10]=[CH:9][C:8]=2[OH:14])[N:6]=1.C(=O)([O-])[O-].[Cs+].[Cs+].Cl[C:34]([F:39])([F:38])C([O-])=O.[Na+]. (2) Given the product [F:21][C:15]1[CH:14]=[C:13]([C:5]2([C:3]([OH:4])=[O:2])[N:9]3[CH:10]=[N:11][CH:12]=[C:8]3[CH2:7][CH2:6]2)[CH:18]=[CH:17][C:16]=1[O:19][CH3:20], predict the reactants needed to synthesize it. The reactants are: C[O:2][C:3]([C:5]1([C:13]2[CH:18]=[CH:17][C:16]([O:19][CH3:20])=[C:15]([F:21])[CH:14]=2)[N:9]2[CH:10]=[N:11][CH:12]=[C:8]2[CH2:7][CH2:6]1)=[O:4].[Li+].[OH-].Cl. (3) Given the product [CH3:27][O:28][C:29]1[CH:30]=[C:31]([NH:40][C:8](=[O:26])[NH:9][C:10]2[CH:11]=[C:12]([CH:13]=[CH:14][CH:15]=2)[CH2:16][NH:17][C:18](=[O:19])[O:20][C@H:21]2[CH2:25][CH2:24][O:23][CH2:22]2)[CH:32]=[CH:33][C:34]=1[C:35]1[O:39][CH:38]=[N:37][CH:36]=1, predict the reactants needed to synthesize it. The reactants are: C1(O[C:8](=[O:26])[NH:9][C:10]2[CH:15]=[CH:14][CH:13]=[C:12]([CH2:16][NH:17][C:18]([O:20][C@H:21]3[CH2:25][CH2:24][O:23][CH2:22]3)=[O:19])[CH:11]=2)C=CC=CC=1.[CH3:27][O:28][C:29]1[CH:30]=[C:31]([NH2:40])[CH:32]=[CH:33][C:34]=1[C:35]1[O:39][CH:38]=[N:37][CH:36]=1. (4) Given the product [CH3:29][CH:28]([CH3:30])[CH2:27][C@H:16]([NH:15][C:13](=[O:14])[C@@H:12]([NH:11][C:46](=[O:47])[CH2:45][N:42]1[CH2:43][CH2:44][O:39][CH2:40][CH2:41]1)[CH2:31][CH2:32][C:33]1[CH:34]=[CH:35][CH:36]=[CH:37][CH:38]=1)[C:17]([O:19][CH2:20][C:21]1[CH:22]=[CH:23][CH:24]=[CH:25][CH:26]=1)=[O:18], predict the reactants needed to synthesize it. The reactants are: CCN(C(C)C)C(C)C.Cl.[NH2:11][C@@H:12]([CH2:31][CH2:32][C:33]1[CH:38]=[CH:37][CH:36]=[CH:35][CH:34]=1)[C:13]([NH:15][C@@H:16]([CH2:27][CH:28]([CH3:30])[CH3:29])[C:17]([O:19][CH2:20][C:21]1[CH:26]=[CH:25][CH:24]=[CH:23][CH:22]=1)=[O:18])=[O:14].[O:39]1[CH2:44][CH2:43][N:42]([CH2:45][C:46](O)=[O:47])[CH2:41][CH2:40]1.CN(C(ON1N=NC2C=CC=NC1=2)=[N+](C)C)C.F[P-](F)(F)(F)(F)F. (5) Given the product [C:1]([O:5][C:6](=[O:11])[NH:7][CH2:8][CH2:9][NH:10][CH3:12])([CH3:4])([CH3:2])[CH3:3], predict the reactants needed to synthesize it. The reactants are: [C:1]([O:5][C:6](=[O:11])[NH:7][CH2:8][CH2:9][NH2:10])([CH3:4])([CH3:3])[CH3:2].[CH2:12](N(CC)CC)C.CI. (6) Given the product [C:39]1([CH3:42])[CH:40]=[CH:41][C:36]([C:34](=[O:33])[CH2:18][C:17]([C:14]2[CH:13]=[CH:12][C:11]([O:10][CH2:9][CH2:8][O:7][CH:2]3[CH2:3][CH2:4][CH2:5][CH2:6][O:1]3)=[CH:16][CH:15]=2)=[O:19])=[CH:37][CH:38]=1, predict the reactants needed to synthesize it. The reactants are: [O:1]1[CH2:6][CH2:5][CH2:4][CH2:3][CH:2]1[O:7][CH2:8][CH2:9][O:10][C:11]1[CH:16]=[CH:15][C:14]([C:17](=[O:19])[CH3:18])=[CH:13][CH:12]=1.CC(OC)(C)C.CC(C)([O-])C.[K+].C[O:33][C:34]([C:36]1[CH:41]=[CH:40][C:39]([CH3:42])=[CH:38][CH:37]=1)=O. (7) Given the product [Cl:1][C:2]1[CH:3]=[C:4]([C:18]([OH:20])=[O:19])[C:5]2[N:6]([CH:8]=[C:9]([C:11]3[CH:16]=[CH:15][CH:14]=[C:13]([F:17])[CH:12]=3)[N:10]=2)[N:7]=1, predict the reactants needed to synthesize it. The reactants are: [Cl:1][C:2]1[CH:3]=[C:4]([C:18]([O:20]C)=[O:19])[C:5]2[N:6]([CH:8]=[C:9]([C:11]3[CH:16]=[CH:15][CH:14]=[C:13]([F:17])[CH:12]=3)[N:10]=2)[N:7]=1.[OH-].[Na+].